From a dataset of Peptide-MHC class II binding affinity with 134,281 pairs from IEDB. Regression. Given a peptide amino acid sequence and an MHC pseudo amino acid sequence, predict their binding affinity value. This is MHC class II binding data. (1) The peptide sequence is QLIYPLISPSFLVYS. The MHC is HLA-DQA10501-DQB10301 with pseudo-sequence HLA-DQA10501-DQB10301. The binding affinity (normalized) is 0.0666. (2) The peptide sequence is KKIGESSSSSVTEGERT. The MHC is DRB1_0301 with pseudo-sequence DRB1_0301. The binding affinity (normalized) is 0. (3) The peptide sequence is KDGRRIVVPCREQDE. The MHC is HLA-DQA10201-DQB10402 with pseudo-sequence HLA-DQA10201-DQB10402. The binding affinity (normalized) is 0. (4) The peptide sequence is ECKYFAATQFEPLAA. The MHC is HLA-DQA10501-DQB10301 with pseudo-sequence HLA-DQA10501-DQB10301. The binding affinity (normalized) is 0.250. (5) The peptide sequence is LANIAVDKAN. The MHC is DRB1_0402 with pseudo-sequence DRB1_0402. The binding affinity (normalized) is 0. (6) The peptide sequence is QAGGKLCPNNLCCSQ. The MHC is DRB5_0101 with pseudo-sequence DRB5_0101. The binding affinity (normalized) is 0.0190. (7) The peptide sequence is VLVDEGRKVAIKGPL. The MHC is DRB1_0701 with pseudo-sequence DRB1_0701. The binding affinity (normalized) is 0.269.